This data is from Reaction yield outcomes from USPTO patents with 853,638 reactions. The task is: Predict the reaction yield, written as a fraction of the theoretical maximum amount of product (1.0 means a 100% yield; for example, 0.34 means a 34% yield). The reactants are [C:1]1([CH:7]2[CH2:12][CH2:11][C:10](=[N:13]O)[CH2:9][CH2:8]2)[CH:6]=[CH:5][CH:4]=[CH:3][CH:2]=1.[H-].[Al+3].[Li+].[H-].[H-].[H-].O.[OH-].[Na+]. The catalyst is C1COCC1.CCOC(C)=O. The product is [C:1]1([CH:7]2[CH2:8][CH2:9][CH:10]([NH2:13])[CH2:11][CH2:12]2)[CH:6]=[CH:5][CH:4]=[CH:3][CH:2]=1. The yield is 0.348.